This data is from Reaction yield outcomes from USPTO patents with 853,638 reactions. The task is: Predict the reaction yield, written as a fraction of the theoretical maximum amount of product (1.0 means a 100% yield; for example, 0.34 means a 34% yield). (1) The reactants are C[O:2][C:3]([C:5]1[CH:9]=[C:8]([C:10]2[CH:14]=[CH:13][N:12]([CH3:15])[CH:11]=2)[N:7]([C:16]2[CH:17]=[N:18][C:19]([CH3:22])=[CH:20][CH:21]=2)[N:6]=1)=[O:4].O.[OH-].[Li+]. The catalyst is CO.O. The product is [CH3:22][C:19]1[N:18]=[CH:17][C:16]([N:7]2[C:8]([C:10]3[CH:14]=[CH:13][N:12]([CH3:15])[CH:11]=3)=[CH:9][C:5]([C:3]([OH:4])=[O:2])=[N:6]2)=[CH:21][CH:20]=1. The yield is 0.470. (2) The reactants are [Br:1][CH2:2][C:3]1[CH:12]=[CH:11][C:10]2[C:5](=[CH:6][CH:7]=[C:8](F)[CH:9]=2)[N:4]=1.[C:14]([O:18][C:19]([O:21]C1C=C2C(=CC=1)N=C(C)C=C2)=[O:20])([CH3:17])([CH3:16])[CH3:15]. No catalyst specified. The product is [Br:1][CH2:2][C:3]1[CH:12]=[CH:11][C:10]2[C:5](=[CH:6][CH:7]=[C:8]([O:21][C:19]([O:18][C:14]([CH3:17])([CH3:16])[CH3:15])=[O:20])[CH:9]=2)[N:4]=1. The yield is 0.540. (3) The product is [CH:1]([N:4]1[CH2:9][CH2:8][N:7]([C:11]2[CH:16]=[CH:15][C:14]([NH:17][C:18](=[O:24])[O:19][C:20]([CH3:21])([CH3:22])[CH3:23])=[C:13]([N+:25]([O-:27])=[O:26])[CH:12]=2)[CH2:6][CH2:5]1)([CH3:3])[CH3:2]. The catalyst is C1C=CC(/C=C/C(/C=C/C2C=CC=CC=2)=O)=CC=1.C1C=CC(/C=C/C(/C=C/C2C=CC=CC=2)=O)=CC=1.C1C=CC(/C=C/C(/C=C/C2C=CC=CC=2)=O)=CC=1.[Pd].[Pd].O1CCOCC1.C1(C)C=CC=CC=1. The reactants are [CH:1]([N:4]1[CH2:9][CH2:8][NH:7][CH2:6][CH2:5]1)([CH3:3])[CH3:2].Br[C:11]1[CH:16]=[CH:15][C:14]([NH:17][C:18](=[O:24])[O:19][C:20]([CH3:23])([CH3:22])[CH3:21])=[C:13]([N+:25]([O-:27])=[O:26])[CH:12]=1.C([O-])([O-])=O.[Cs+].[Cs+].CC1(C)C2C(=C(P(C3C=CC=CC=3)C3C=CC=CC=3)C=CC=2)OC2C(P(C3C=CC=CC=3)C3C=CC=CC=3)=CC=CC1=2. The yield is 0.705. (4) The reactants are [NH2:1][C:2]1[C:3]([C:16]([O:18]CC)=[O:17])=[N:4][CH:5]=[C:6]([CH2:8][C:9]2[CH:14]=[CH:13][C:12]([F:15])=[CH:11][CH:10]=2)[CH:7]=1.C([O-])([O-])=O.[Cs+].[Cs+].N[C:28]1[CH:38]=[CH:37][C:31]([C:32]([N:34]([CH3:36])[CH3:35])=[O:33])=[CH:30][CH:29]=1.CC(C)([O-])C.[Na+]. The catalyst is O1CCOCC1.ClCCl.C1C=CC(/C=C/C(/C=C/C2C=CC=CC=2)=O)=CC=1.C1C=CC(/C=C/C(/C=C/C2C=CC=CC=2)=O)=CC=1.C1C=CC(/C=C/C(/C=C/C2C=CC=CC=2)=O)=CC=1.[Pd].[Pd].CC1(C)C2C(=C(P(C3C=CC=CC=3)C3C=CC=CC=3)C=CC=2)OC2C(P(C3C=CC=CC=3)C3C=CC=CC=3)=CC=CC1=2. The product is [CH3:35][N:34]([CH3:36])[C:32]([C:31]1[CH:37]=[CH:38][C:28]([NH:1][C:2]2[C:3]([C:16]([OH:18])=[O:17])=[N:4][CH:5]=[C:6]([CH2:8][C:9]3[CH:10]=[CH:11][C:12]([F:15])=[CH:13][CH:14]=3)[CH:7]=2)=[CH:29][CH:30]=1)=[O:33]. The yield is 0.940. (5) The reactants are [F:1][C:2]1[CH:15]=[C:14]([N+:16]([O-:18])=[O:17])[CH:13]=[CH:12][C:3]=1[O:4][C:5]1[N:10]=[CH:9][N:8]=[C:7]([NH2:11])[CH:6]=1.[CH2:19]([N:21]([CH2:24][CH3:25])[CH2:22]C)[CH3:20].ClC(OC1C=CC=CC=1)=[O:28].N1CCCC1. The catalyst is O1CCCC1.[Cl-].[NH4+].ClCCl. The product is [F:1][C:2]1[CH:15]=[C:14]([N+:16]([O-:18])=[O:17])[CH:13]=[CH:12][C:3]=1[O:4][C:5]1[N:10]=[CH:9][N:8]=[C:7]([NH:11][C:22]([N:21]2[CH2:24][CH2:25][CH2:20][CH2:19]2)=[O:28])[CH:6]=1. The yield is 0.430. (6) The reactants are [F:1][C:2]([F:16])([F:15])[CH2:3][O:4][C:5]1[CH:6]=[CH:7][C:8]([C:11]([O:13]C)=[O:12])=[N:9][CH:10]=1.[OH-].[Na+].Cl. The catalyst is CO. The product is [F:16][C:2]([F:1])([F:15])[CH2:3][O:4][C:5]1[CH:6]=[CH:7][C:8]([C:11]([OH:13])=[O:12])=[N:9][CH:10]=1. The yield is 0.700.